From a dataset of Reaction yield outcomes from USPTO patents with 853,638 reactions. Predict the reaction yield, written as a fraction of the theoretical maximum amount of product (1.0 means a 100% yield; for example, 0.34 means a 34% yield). (1) The yield is 1.00. The product is [Cl:1][C:2]1[N:7]=[C:6]([Cl:8])[C:5]([C:9]([NH:24][S:21]([C:19]2[CH:18]=[CH:17][CH:16]=[C:15]([N+:12]([O-:14])=[O:13])[N:20]=2)(=[O:22])=[O:23])=[O:11])=[CH:4][N:3]=1. The catalyst is S(Cl)(Cl)=O. The reactants are [Cl:1][C:2]1[N:7]=[C:6]([Cl:8])[C:5]([C:9]([OH:11])=O)=[CH:4][N:3]=1.[N+:12]([C:15]1[N:20]=[C:19]([S:21]([NH2:24])(=[O:23])=[O:22])[CH:18]=[CH:17][CH:16]=1)([O-:14])=[O:13].CN(C)C. (2) The product is [CH3:46][O:47][CH2:33][CH:34]([NH:39][C:28]([C:21]1[CH:20]=[C:19]([C:16]2[CH:15]=[CH:14][C:13]([CH3:12])=[CH:18][CH:17]=2)[CH:24]=[C:23]([N+:25]([O-:27])=[O:26])[CH:22]=1)=[O:30])[CH3:35]. The catalyst is C(Cl)Cl.CN(C=O)C. The yield is 0.835. The reactants are CCN=C=NCCCN(C)C.[CH3:12][C:13]1[CH:18]=[CH:17][C:16]([C:19]2[CH:24]=[C:23]([N+:25]([O-:27])=[O:26])[CH:22]=[C:21]([C:28]([OH:30])=O)[CH:20]=2)=[CH:15][CH:14]=1.C1C=[CH:33][C:34]2[N:39](O)N=N[C:35]=2C=1.CN1[C:46](=[O:47])CCC1. (3) The reactants are [Cl:1][C:2]1[CH:3]=[C:4]([NH:10][C:11]([CH2:13][CH:14]([CH3:19])[CH2:15][C:16]([OH:18])=O)=[O:12])[CH:5]=[CH:6][C:7]=1[C:8]#[N:9].[NH2:20][C:21]1[CH:22]=[C:23]2[C:28](=[CH:29][CH:30]=1)[N:27]([CH:31]([CH3:33])[CH3:32])[C:26](=[O:34])[N:25]([CH2:35][CH:36]1[CH2:38][CH2:37]1)[C:24]2=[O:39].C(P1(=O)OP(CCC)(=O)OP(CCC)(=O)O1)CC.CCN(C(C)C)C(C)C. The catalyst is CN(C1C=CN=CC=1)C.CN(C=O)C.O. The product is [Cl:1][C:2]1[CH:3]=[C:4]([NH:10][C:11](=[O:12])[CH2:13][CH:14]([CH3:19])[CH2:15][C:16]([NH:20][C:21]2[CH:22]=[C:23]3[C:28](=[CH:29][CH:30]=2)[N:27]([CH:31]([CH3:33])[CH3:32])[C:26](=[O:34])[N:25]([CH2:35][CH:36]2[CH2:38][CH2:37]2)[C:24]3=[O:39])=[O:18])[CH:5]=[CH:6][C:7]=1[C:8]#[N:9]. The yield is 0.600. (4) The reactants are [F:1][C:2]([F:29])([F:28])[C:3]1[CH:4]=[C:5]([C@H:9]([O:11][C:12](=[O:27])[NH:13][C:14]2[N:15]([CH3:26])[N:16]=[N:17][C:18]=2[C:19]2[CH:24]=[CH:23][C:22](Br)=[CH:21][CH:20]=2)[CH3:10])[CH:6]=[CH:7][CH:8]=1.CC1(C)C(C)(C)OB([C:38]2[CH:43]=[CH:42][C:41]([C:44]3([C:47]([NH:49][S:50]([CH3:53])(=[O:52])=[O:51])=[O:48])[CH2:46][CH2:45]3)=[CH:40][CH:39]=2)O1.CN(C=O)C.C([O-])([O-])=O.[Na+].[Na+]. The product is [F:1][C:2]([F:29])([F:28])[C:3]1[CH:4]=[C:5]([C@H:9]([O:11][C:12](=[O:27])[NH:13][C:14]2[N:15]([CH3:26])[N:16]=[N:17][C:18]=2[C:19]2[CH:24]=[CH:23][C:22]([C:38]3[CH:39]=[CH:40][C:41]([C:44]4([C:47]([NH:49][S:50]([CH3:53])(=[O:52])=[O:51])=[O:48])[CH2:46][CH2:45]4)=[CH:42][CH:43]=3)=[CH:21][CH:20]=2)[CH3:10])[CH:6]=[CH:7][CH:8]=1. The yield is 0.418. The catalyst is C(Cl)Cl.C1C=CC(P(C2C=CC=CC=2)[C-]2C=CC=C2)=CC=1.C1C=CC(P(C2C=CC=CC=2)[C-]2C=CC=C2)=CC=1.[Fe+2].Cl[Pd]Cl. (5) The reactants are [CH:1]([N:14]1[C:22]2[C:17](=[CH:18][C:19]([Cl:23])=[CH:20][CH:21]=2)[C:16]([CH2:24][CH2:25][S:26]([C:29]2[CH:38]=[CH:37][C:32]([C:33]([O:35]C)=[O:34])=[CH:31][CH:30]=2)(=[O:28])=[O:27])=[C:15]1[CH2:39][CH2:40][NH:41][S:42]([CH2:45][C:46]1[CH:51]=[CH:50][CH:49]=[CH:48][C:47]=1[F:52])(=[O:44])=[O:43])([C:8]1[CH:13]=[CH:12][CH:11]=[CH:10][CH:9]=1)[C:2]1[CH:7]=[CH:6][CH:5]=[CH:4][CH:3]=1.C1COCC1.[OH-].[Na+]. The catalyst is CO. The product is [CH:1]([N:14]1[C:22]2[C:17](=[CH:18][C:19]([Cl:23])=[CH:20][CH:21]=2)[C:16]([CH2:24][CH2:25][S:26]([C:29]2[CH:38]=[CH:37][C:32]([C:33]([OH:35])=[O:34])=[CH:31][CH:30]=2)(=[O:28])=[O:27])=[C:15]1[CH2:39][CH2:40][NH:41][S:42]([CH2:45][C:46]1[CH:51]=[CH:50][CH:49]=[CH:48][C:47]=1[F:52])(=[O:43])=[O:44])([C:2]1[CH:3]=[CH:4][CH:5]=[CH:6][CH:7]=1)[C:8]1[CH:13]=[CH:12][CH:11]=[CH:10][CH:9]=1. The yield is 0.990. (6) The product is [CH2:37]([N:8]([CH2:1][C:2]1[CH:7]=[CH:6][CH:5]=[CH:4][CH:3]=1)[CH:9]1[CH2:10][CH:11]([CH3:36])[CH:12]([C:14]2[N:18]3[C:19]4[CH:25]=[CH:24][NH:23][C:20]=4[N:21]=[CH:22][C:17]3=[N:16][CH:15]=2)[CH2:13]1)[C:38]1[CH:43]=[CH:42][CH:41]=[CH:40][CH:39]=1. The reactants are [CH2:1]([N:8]([CH2:37][C:38]1[CH:43]=[CH:42][CH:41]=[CH:40][CH:39]=1)[CH:9]1[CH2:13][CH:12]([C:14]2[N:18]3[C:19]4[CH:25]=[CH:24][N:23](S(C5C=CC(C)=CC=5)(=O)=O)[C:20]=4[N:21]=[CH:22][C:17]3=[N:16][CH:15]=2)[CH:11]([CH3:36])[CH2:10]1)[C:2]1[CH:7]=[CH:6][CH:5]=[CH:4][CH:3]=1.[OH-].[Na+]. The yield is 0.560. The catalyst is O1CCOCC1. (7) The reactants are [Br:1][C:2]1[CH:7]=[CH:6][CH:5]=[CH:4][C:3]=1[NH:8][C:9](=[O:26])[NH:10][C:11]1[CH:16]=[CH:15][C:14]([CH2:17][C:18]([O:20]C(C)(C)C)=[O:19])=[CH:13][C:12]=1[CH3:25].C(O)(C(F)(F)F)=O. The catalyst is C(Cl)Cl. The product is [Br:1][C:2]1[CH:7]=[CH:6][CH:5]=[CH:4][C:3]=1[NH:8][C:9](=[O:26])[NH:10][C:11]1[CH:16]=[CH:15][C:14]([CH2:17][C:18]([OH:20])=[O:19])=[CH:13][C:12]=1[CH3:25]. The yield is 0.950. (8) The reactants are [N:1]1([CH2:7][CH2:8][N:9]([CH2:21][CH2:22][CH3:23])[CH:10]2[CH2:19][CH2:18][C:17]3[C:16]([OH:20])=[CH:15][CH:14]=[CH:13][C:12]=3[CH2:11]2)[CH2:6][CH2:5][NH:4][CH2:3][CH2:2]1.[N:24]1[C:33]2[C:28](=[CH:29][CH:30]=[CH:31][CH:32]=2)[CH:27]=[C:26]([C:34](O)=[O:35])[CH:25]=1. No catalyst specified. The product is [OH:20][C:16]1[CH:15]=[CH:14][CH:13]=[C:12]2[C:17]=1[CH2:18][CH2:19][CH:10]([N:9]([CH2:21][CH2:22][CH3:23])[CH2:8][CH2:7][N:1]1[CH2:6][CH2:5][N:4]([C:34]([C:26]3[CH:25]=[N:24][C:33]4[C:28]([CH:27]=3)=[CH:29][CH:30]=[CH:31][CH:32]=4)=[O:35])[CH2:3][CH2:2]1)[CH2:11]2. The yield is 0.850.